From a dataset of Peptide-MHC class I binding affinity with 185,985 pairs from IEDB/IMGT. Regression. Given a peptide amino acid sequence and an MHC pseudo amino acid sequence, predict their binding affinity value. This is MHC class I binding data. (1) The peptide sequence is KTSVDCNMY. The MHC is HLA-A23:01 with pseudo-sequence HLA-A23:01. The binding affinity (normalized) is 0. (2) The peptide sequence is YIIRVTTEL. The MHC is H-2-Kb with pseudo-sequence H-2-Kb. The binding affinity (normalized) is 0.169.